From a dataset of Full USPTO retrosynthesis dataset with 1.9M reactions from patents (1976-2016). Predict the reactants needed to synthesize the given product. (1) Given the product [CH3:36][O:35][C:31](=[O:34])[CH:32]=[CH:33][C:20]1[CH:19]=[CH:18][C:17]([C:16]2[C:15]3[C:10](=[CH:11][CH:12]=[CH:13][CH:14]=3)[O:9][CH2:8][C:7]=2[C:1]2[CH:6]=[CH:5][CH:4]=[CH:3][CH:2]=2)=[CH:22][CH:21]=1, predict the reactants needed to synthesize it. The reactants are: [C:1]1([C:7]2[CH2:8][O:9][C:10]3[C:15]([C:16]=2[C:17]2[CH:22]=[CH:21][C:20](OS(C(F)(F)F)(=O)=O)=[CH:19][CH:18]=2)=[CH:14][CH:13]=[CH:12][CH:11]=3)[CH:6]=[CH:5][CH:4]=[CH:3][CH:2]=1.[C:31]([O:35][CH3:36])(=[O:34])[CH:32]=[CH2:33]. (2) Given the product [N:1]1([C:10]2[N:18]=[C:17]([NH:20][CH:21]([CH2:24][OH:25])[CH2:22][OH:23])[N:16]=[C:15]3[C:11]=2[N:12]=[CH:13][NH:14]3)[C:5]2[CH:6]=[CH:7][CH:8]=[CH:9][C:4]=2[N:3]=[CH:2]1, predict the reactants needed to synthesize it. The reactants are: [N:1]1([C:10]2[N:18]=[C:17](Cl)[N:16]=[C:15]3[C:11]=2[N:12]=[CH:13][NH:14]3)[C:5]2[CH:6]=[CH:7][CH:8]=[CH:9][C:4]=2[N:3]=[CH:2]1.[NH2:20][CH:21]([CH2:24][OH:25])[CH2:22][OH:23]. (3) Given the product [OH:10][C:11]([CH3:17])([CH3:16])[CH2:12][C:13]([NH:19][C@H:20]([CH3:31])[C:21]([O:23][CH2:24][C:25]1[CH:30]=[CH:29][CH:28]=[CH:27][CH:26]=1)=[O:22])=[O:15], predict the reactants needed to synthesize it. The reactants are: CCN(C(C)C)C(C)C.[OH:10][C:11]([CH3:17])([CH3:16])[CH2:12][C:13]([OH:15])=O.Cl.[NH2:19][C@H:20]([CH3:31])[C:21]([O:23][CH2:24][C:25]1[CH:30]=[CH:29][CH:28]=[CH:27][CH:26]=1)=[O:22].CN(C(ON1N=NC2C=CC=NC1=2)=[N+](C)C)C.F[P-](F)(F)(F)(F)F. (4) Given the product [Cl:1][C:2]1[C:10]2[C:9]3[CH:11]=[C:12]([C:16]#[N:17])[N:13]=[CH:14][C:8]=3[N:7]([CH2:18][O:19][CH2:20][CH2:21][Si:22]([CH3:25])([CH3:24])[CH3:23])[C:6]=2[N:5]=[CH:4][CH:3]=1, predict the reactants needed to synthesize it. The reactants are: [Cl:1][C:2]1[C:10]2[C:9]3[CH:11]=[C:12]([C:16]#[N:17])[N+:13]([O-])=[CH:14][C:8]=3[N:7]([CH2:18][O:19][CH2:20][CH2:21][Si:22]([CH3:25])([CH3:24])[CH3:23])[C:6]=2[N:5]=[CH:4][CH:3]=1.P(Cl)(Cl)Cl. (5) The reactants are: [CH3:1][S:2](Cl)(=[O:4])=[O:3].[Cl:6][C:7]1[N:12]=[C:11]([NH:13][C:14]2[C:15]([NH2:20])=[CH:16][CH:17]=[CH:18][CH:19]=2)[C:10]([F:21])=[CH:9][N:8]=1. Given the product [Cl:6][C:7]1[N:12]=[C:11]([NH:13][C:14]2[CH:19]=[CH:18][CH:17]=[CH:16][C:15]=2[NH:20][S:2]([CH3:1])(=[O:4])=[O:3])[C:10]([F:21])=[CH:9][N:8]=1, predict the reactants needed to synthesize it. (6) Given the product [CH3:16][C:13]1([CH3:15])[C:12]([CH3:17])([CH3:18])[O:11][B:10]([C:30]2[CH2:35][CH2:34][N:33]([C:36]([O:38][CH2:39][C:40]3[CH:41]=[CH:42][CH:43]=[CH:44][CH:45]=3)=[O:37])[CH2:32][CH:31]=2)[O:14]1, predict the reactants needed to synthesize it. The reactants are: [B:10]1([B:10]2[O:14][C:13]([CH3:16])([CH3:15])[C:12]([CH3:18])([CH3:17])[O:11]2)[O:14][C:13]([CH3:16])([CH3:15])[C:12]([CH3:18])([CH3:17])[O:11]1.C([O-])(=O)C.[K+].FC(F)(F)S(O[C:30]1[CH2:31][CH2:32][N:33]([C:36]([O:38][CH2:39][C:40]2[CH:45]=[CH:44][CH:43]=[CH:42][CH:41]=2)=[O:37])[CH2:34][CH:35]=1)(=O)=O. (7) Given the product [Cl:17][CH2:18][C:19]1[N:14]=[C:12]([CH:11]=[CH:10][C:7]2[CH:6]=[CH:5][C:4]([O:3][C:2]([F:15])([F:16])[F:1])=[CH:9][CH:8]=2)[O:13][CH:20]=1, predict the reactants needed to synthesize it. The reactants are: [F:1][C:2]([F:16])([F:15])[O:3][C:4]1[CH:9]=[CH:8][C:7]([CH:10]=[CH:11][C:12]([NH2:14])=[O:13])=[CH:6][CH:5]=1.[Cl:17][CH:18](Cl)[C:19](=O)[CH3:20].